Dataset: Peptide-MHC class I binding affinity with 185,985 pairs from IEDB/IMGT. Task: Regression. Given a peptide amino acid sequence and an MHC pseudo amino acid sequence, predict their binding affinity value. This is MHC class I binding data. The peptide sequence is VMVTSKPLF. The MHC is HLA-B08:01 with pseudo-sequence HLA-B08:01. The binding affinity (normalized) is 0.245.